The task is: Predict which catalyst facilitates the given reaction.. This data is from Catalyst prediction with 721,799 reactions and 888 catalyst types from USPTO. (1) Reactant: [O:1]=[C:2]1[C:11]2[C:6](=[C:7]([C:12]([OH:14])=[O:13])[CH:8]=[CH:9][CH:10]=2)[N:5]=[CH:4][NH:3]1.[N+:15]([O-])([OH:17])=[O:16]. Product: [N+:15]([C:9]1[CH:10]=[C:11]2[C:6](=[C:7]([C:12]([OH:14])=[O:13])[CH:8]=1)[N:5]=[CH:4][NH:3][C:2]2=[O:1])([O-:17])=[O:16]. The catalyst class is: 65. (2) The catalyst class is: 10. Product: [CH3:1][S:2]([C:5]1[N:6]=[C:7]([N:36]2[CH2:37][CH2:38][CH:33]([CH2:32][O:31][CH2:30][CH2:29][N:24]3[CH2:28][CH2:27][CH2:26][CH2:25]3)[CH2:34][CH2:35]2)[C:8]2[C:13]([C:14]3[CH:19]=[CH:18][CH:17]=[CH:16][CH:15]=3)=[CH:12][O:11][C:9]=2[N:10]=1)(=[O:4])=[O:3]. Reactant: [CH3:1][S:2]([C:5]1[N:6]=[C:7](S(C)(=O)=O)[C:8]2[C:13]([C:14]3[CH:19]=[CH:18][CH:17]=[CH:16][CH:15]=3)=[CH:12][O:11][C:9]=2[N:10]=1)(=[O:4])=[O:3].[N:24]1([CH2:29][CH2:30][O:31][CH2:32][CH:33]2[CH2:38][CH2:37][NH:36][CH2:35][CH2:34]2)[CH2:28][CH2:27][CH2:26][CH2:25]1.C(=O)([O-])[O-].[K+].[K+]. (3) Reactant: C1(P(C2C=CC=CC=2)C2C=CC=CC=2)C=CC=CC=1.[CH2:20]([O:22][C:23]([CH:25]1[CH2:30][CH2:29][N:28]([CH2:31][C:32]2[CH:41]=[CH:40][C:39]3[C:34](=[CH:35][CH:36]=[C:37]([OH:42])[CH:38]=3)[CH:33]=2)[CH2:27][CH2:26]1)=[O:24])[CH3:21].[CH:43]12[CH2:49][CH:46]([CH:47]=[CH:48]1)[CH2:45][CH:44]2O.C1(C)C=CC=CC=1.N(C(OC(C)C)=O)=NC(OC(C)C)=O. Product: [CH2:20]([O:22][C:23]([CH:25]1[CH2:30][CH2:29][N:28]([CH2:31][C:32]2[CH:41]=[CH:40][C:39]3[C:34](=[CH:35][CH:36]=[C:37]([O:42][CH:48]4[CH2:47][CH:46]5[CH2:49][CH:43]4[CH:44]=[CH:45]5)[CH:38]=3)[CH:33]=2)[CH2:27][CH2:26]1)=[O:24])[CH3:21]. The catalyst class is: 413.